From a dataset of Forward reaction prediction with 1.9M reactions from USPTO patents (1976-2016). Predict the product of the given reaction. (1) Given the reactants [CH2:1]([S:3]([NH:6][C@H:7]([C:11]([OH:13])=O)[CH:8]([CH3:10])[CH3:9])(=[O:5])=[O:4])[CH3:2].[NH2:14][C@@H:15]1[CH2:20][CH2:19][CH2:18][CH2:17][C@H:16]1[C:21]1[CH:26]=[CH:25][C:24]([OH:27])=[C:23]([O:28][CH3:29])[CH:22]=1.C(N(CC)C(C)C)(C)C.F[P-](F)(F)(F)(F)F.N1(O[P+](N(C)C)(N(C)C)N(C)C)C2C=CC=CC=2N=N1.[Cl-].[Na+].C(OCC)(=O)C.CCCC(C)C, predict the reaction product. The product is: [CH2:1]([S:3]([NH:6][C@@H:7]([CH:8]([CH3:9])[CH3:10])[C:11]([NH:14][C@@H:15]1[CH2:20][CH2:19][CH2:18][CH2:17][C@H:16]1[C:21]1[CH:26]=[CH:25][C:24]([OH:27])=[C:23]([O:28][CH3:29])[CH:22]=1)=[O:13])(=[O:4])=[O:5])[CH3:2]. (2) Given the reactants [C:1]([C:3]1[CH:4]=[C:5]([NH:9][C:10]2[C:11]3[C:18]4[CH2:19][CH2:20][NH:21][CH2:22][C:17]=4[O:16][C:12]=3[N:13]=[CH:14][N:15]=2)[CH:6]=[CH:7][CH:8]=1)#[CH:2].Cl.[CH3:24][N:25]([CH:32]([CH3:34])[CH3:33])[CH2:26]/[CH:27]=[CH:28]/[C:29](O)=[O:30], predict the reaction product. The product is: [C:1]([C:3]1[CH:4]=[C:5]([NH:9][C:10]2[C:11]3[C:18]4[CH2:19][CH2:20][N:21]([C:29](=[O:30])/[CH:28]=[CH:27]/[CH2:26][N:25]([CH:32]([CH3:34])[CH3:33])[CH3:24])[CH2:22][C:17]=4[O:16][C:12]=3[N:13]=[CH:14][N:15]=2)[CH:6]=[CH:7][CH:8]=1)#[CH:2]. (3) Given the reactants [F:1][C:2]1[CH:3]=[C:4]([CH:34]=[CH:35][C:36]=1[OH:37])[C:5]([CH2:7][NH:8][C:9]1[CH:14]=[C:13]([O:15][CH3:16])[CH:12]=[CH:11][C:10]=1[CH:17]1[CH2:26][CH2:25][C:24]2[CH:23]=[C:22]([O:27]C(=O)C(C)(C)C)[CH:21]=[CH:20][C:19]=2[CH2:18]1)=O.[CH:38]12[N:44]([C:45](=O)[CH2:46]Br)[CH:41]([CH2:42][CH2:43]1)[CH2:40][CH2:39]2, predict the reaction product. The product is: [CH:38]12[N:44]([CH2:45][CH2:46][O:37][C:36]3[CH:35]=[CH:34][C:4]([CH2:5][CH2:7][NH:8][C:9]4[CH:14]=[C:13]([O:15][CH3:16])[CH:12]=[CH:11][C:10]=4[CH:17]4[CH2:26][CH2:25][C:24]5[CH:23]=[C:22]([OH:27])[CH:21]=[CH:20][C:19]=5[CH2:18]4)=[CH:3][C:2]=3[F:1])[CH:41]([CH2:42][CH2:43]1)[CH2:40][CH2:39]2. (4) Given the reactants [Br:1]Br.[CH2:3]([S:5]([C:8]1[CH:13]=[CH:12][C:11]([OH:14])=[C:10]([N+:15]([O-:17])=[O:16])[CH:9]=1)(=[O:7])=[O:6])[CH3:4], predict the reaction product. The product is: [Br:1][C:12]1[CH:13]=[C:8]([S:5]([CH2:3][CH3:4])(=[O:6])=[O:7])[CH:9]=[C:10]([N+:15]([O-:17])=[O:16])[C:11]=1[OH:14]. (5) The product is: [CH3:13][C:14]1([CH3:30])[C:18]([CH3:20])([CH3:19])[O:17][B:16]([C:7]2[CH:8]=[CH:9][CH:10]=[C:5](/[CH:4]=[CH:3]/[O:2][CH3:1])[C:6]=2[CH3:12])[O:15]1. Given the reactants [CH3:1][O:2][CH:3]=[CH:4][C:5]1[CH:10]=[CH:9][CH:8]=[C:7](Br)[C:6]=1[CH3:12].[CH3:13][C:14]1([CH3:30])[C:18]([CH3:20])([CH3:19])[O:17][B:16]([B:16]2[O:17][C:18]([CH3:20])([CH3:19])[C:14]([CH3:30])([CH3:13])[O:15]2)[O:15]1.C([O-])(=O)C.[K+].O, predict the reaction product.